From a dataset of Forward reaction prediction with 1.9M reactions from USPTO patents (1976-2016). Predict the product of the given reaction. (1) Given the reactants C(OC([N:8]1[CH2:12][CH2:11][C@H:10]([O:13][C:14]2[CH:15]=[CH:16][C:17]3[O:22][CH2:21][CH2:20][N:19]([C:23]4[CH:24]=[N:25][C:26]([O:30][CH3:31])=[C:27]([CH3:29])[CH:28]=4)[C:18]=3[C:32]=2[F:33])[CH2:9]1)=O)(C)(C)C.Cl.O1CCOCC1, predict the reaction product. The product is: [F:33][C:32]1[C:18]2[N:19]([C:23]3[CH:24]=[N:25][C:26]([O:30][CH3:31])=[C:27]([CH3:29])[CH:28]=3)[CH2:20][CH2:21][O:22][C:17]=2[CH:16]=[CH:15][C:14]=1[O:13][C@H:10]1[CH2:11][CH2:12][NH:8][CH2:9]1. (2) Given the reactants [CH2:1]([NH2:5])[CH2:2][CH2:3][CH3:4].S(=O)(=O)(O)O.[CH2:11](O)[CH2:12][CH2:13][CH3:14], predict the reaction product. The product is: [CH2:1]([N:5]([CH2:1][CH2:2][CH2:3][CH3:4])[CH2:11][CH2:12][CH2:13][CH3:14])[CH2:2][CH2:3][CH3:4].[CH2:1]([NH:5][CH2:11][CH2:12][CH2:13][CH3:14])[CH2:2][CH2:3][CH3:4].